This data is from Peptide-MHC class I binding affinity with 185,985 pairs from IEDB/IMGT. The task is: Regression. Given a peptide amino acid sequence and an MHC pseudo amino acid sequence, predict their binding affinity value. This is MHC class I binding data. (1) The peptide sequence is KLIEPVNAI. The MHC is HLA-A02:01 with pseudo-sequence HLA-A02:01. The binding affinity (normalized) is 0.743. (2) The peptide sequence is GQMPRQTGGFF. The MHC is Mamu-B08 with pseudo-sequence Mamu-B08. The binding affinity (normalized) is 0.266. (3) The peptide sequence is AATAFVGAGL. The MHC is Patr-B0101 with pseudo-sequence Patr-B0101. The binding affinity (normalized) is 0.260. (4) The binding affinity (normalized) is 0.213. The MHC is HLA-B58:01 with pseudo-sequence HLA-B58:01. The peptide sequence is YEEAGRGSM. (5) The peptide sequence is AVLLHEESM. The MHC is HLA-A30:02 with pseudo-sequence HLA-A30:02. The binding affinity (normalized) is 0. (6) The peptide sequence is ITRLEVIGL. The MHC is HLA-A02:01 with pseudo-sequence HLA-A02:01. The binding affinity (normalized) is 0.242. (7) The peptide sequence is AYAQMWSLM. The MHC is HLA-A24:02 with pseudo-sequence HLA-A24:02. The binding affinity (normalized) is 0.769. (8) The MHC is HLA-A03:01 with pseudo-sequence HLA-A03:01. The peptide sequence is CASSSDWFY. The binding affinity (normalized) is 0.0847. (9) The binding affinity (normalized) is 0.446. The peptide sequence is LLPLQNLF. The MHC is Mamu-A01 with pseudo-sequence Mamu-A01.